This data is from Forward reaction prediction with 1.9M reactions from USPTO patents (1976-2016). The task is: Predict the product of the given reaction. (1) Given the reactants [H-].[Na+].[CH2:3]([N:10]1[CH2:15][CH2:14][C:13]([CH2:17][C:18]2[CH:23]=[C:22]([CH3:24])[CH:21]=[CH:20][C:19]=2F)([OH:16])[CH2:12][CH2:11]1)[C:4]1[CH:9]=[CH:8][CH:7]=[CH:6][CH:5]=1.CN(C=O)C.O, predict the reaction product. The product is: [CH2:3]([N:10]1[CH2:15][CH2:14][C:13]2([CH2:17][C:18]3[CH:23]=[C:22]([CH3:24])[CH:21]=[CH:20][C:19]=3[O:16]2)[CH2:12][CH2:11]1)[C:4]1[CH:9]=[CH:8][CH:7]=[CH:6][CH:5]=1. (2) Given the reactants [CH2:1]([O:3][C:4]([C:6]1[S:10][C:9]([CH3:11])=[N:8][C:7]=1[OH:12])=[O:5])[CH3:2].N12CCCN=C1CCCCC2.[CH3:24][N:25]([CH3:29])[C:26](Cl)=[S:27], predict the reaction product. The product is: [CH2:1]([O:3][C:4]([C:6]1[S:10][C:9]([CH3:11])=[N:8][C:7]=1[O:12][C:26](=[S:27])[N:25]([CH3:29])[CH3:24])=[O:5])[CH3:2]. (3) Given the reactants [C:1]([O-:4])(=[S:3])[CH3:2].[K+].Br[CH2:7][CH2:8][CH2:9][CH2:10][CH3:11], predict the reaction product. The product is: [CH2:7]([O:4][C:1](=[S:3])[CH3:2])[CH2:8][CH2:9][CH2:10][CH3:11]. (4) Given the reactants [Br:1][C:2]1[CH:13]=[C:6]2[C:7]([O:9]C(=O)[NH:11][C:5]2=[CH:4][CH:3]=1)=O.Cl.[NH2:15][CH:16]1[CH2:21][CH2:20][C:19](=[O:22])[NH:18][C:17]1=[O:23].C(N(CC)CC)C.C(O)(=O)C, predict the reaction product. The product is: [NH2:11][C:5]1[CH:4]=[CH:3][C:2]([Br:1])=[CH:13][C:6]=1[C:7]([NH:15][CH:16]1[CH2:21][CH2:20][C:19](=[O:22])[NH:18][C:17]1=[O:23])=[O:9]. (5) Given the reactants C1COCC1.[CH3:6][C:7]1[CH:12]=[CH:11][CH:10]=[C:9]([CH3:13])[C:8]=1[NH:14][C:15]([NH:17][C:18]1[C:19]([C:28]([NH:30][CH2:31][CH2:32][C:33]([O:35]C)=[O:34])=[O:29])=[CH:20][C:21]2[C:26]([CH:27]=1)=[CH:25][CH:24]=[CH:23][CH:22]=2)=[O:16].[Li+].[OH-].Cl, predict the reaction product. The product is: [CH3:13][C:9]1[CH:10]=[CH:11][CH:12]=[C:7]([CH3:6])[C:8]=1[NH:14][C:15]([NH:17][C:18]1[C:19]([C:28]([NH:30][CH2:31][CH2:32][C:33]([OH:35])=[O:34])=[O:29])=[CH:20][C:21]2[C:26]([CH:27]=1)=[CH:25][CH:24]=[CH:23][CH:22]=2)=[O:16]. (6) Given the reactants [C:1]([NH:9][C:10]1C=C(C=[C:52](C)[CH:53]=1)C(N[C@@H](CC1C=C(F)C=C(F)C=1)[C@@H]([C@H]1C[C@@H](OCCC)CN1C(OC(C)(C)C)=O)O[Si](C(C)(C)C)(C)C)=O)(=O)[C:2]1C=CC=C[CH:3]=1.C(OC([N:62]1[CH2:66][C@H:65]([O:67][CH2:68][CH2:69][CH3:70])[CH2:64][C@@H:63]1[C@@H:71]([O:95][Si](C(C)(C)C)(C)C)[C@@H:72]([NH:82][C:83]([C:85]1[CH:86]=[C:87]([CH:91]=[C:92]([CH3:94])[CH:93]=1)[C:88]([OH:90])=O)=[O:84])[CH2:73][C:74]1[CH:79]=[C:78]([F:80])[CH:77]=[C:76]([F:81])[CH:75]=1)=O)(C)(C)C.CCN(C(C)C)C(C)C.CN(C(ON1N=NC2C=CC=NC1=2)=[N+](C)C)C.F[P-](F)(F)(F)(F)F.C(NCCC)CC, predict the reaction product. The product is: [F:81][C:76]1[CH:75]=[C:74]([CH2:73][C@H:72]([NH:82][C:83](=[O:84])[C:85]2[CH:93]=[C:92]([CH3:94])[CH:91]=[C:87]([C:88]([N:9]([CH2:10][CH2:53][CH3:52])[CH2:1][CH2:2][CH3:3])=[O:90])[CH:86]=2)[C@H:71]([OH:95])[C@H:63]2[CH2:64][C@@H:65]([O:67][CH2:68][CH2:69][CH3:70])[CH2:66][NH:62]2)[CH:79]=[C:78]([F:80])[CH:77]=1. (7) Given the reactants [NH2:1][C:2]1[N:6]([CH2:7][C:8]2[CH:13]=[CH:12][C:11]([O:14][CH3:15])=[CH:10][CH:9]=2)[N:5]=[CH:4][C:3]=1[C:16]([O:18][CH2:19][CH3:20])=[O:17].C([O-])([O-])=O.[K+].[K+].[CH2:27]([O:29][C:30](=[O:35])[CH2:31][CH2:32][CH2:33]Br)[CH3:28].O, predict the reaction product. The product is: [CH2:27]([O:29][C:30](=[O:35])[CH2:31][CH2:32][CH2:33][NH:1][C:2]1[N:6]([CH2:7][C:8]2[CH:9]=[CH:10][C:11]([O:14][CH3:15])=[CH:12][CH:13]=2)[N:5]=[CH:4][C:3]=1[C:16]([O:18][CH2:19][CH3:20])=[O:17])[CH3:28]. (8) Given the reactants [Cl:1][C:2]1[C:7]([C:8]#[N:9])=[C:6](Cl)[N:5]=[C:4]([S:11][CH3:12])[N:3]=1.[CH2:13]([Mg]Br)[CH3:14].CCOCC, predict the reaction product. The product is: [Cl:1][C:2]1[C:7]([C:8]#[N:9])=[C:6]([CH2:13][CH3:14])[N:5]=[C:4]([S:11][CH3:12])[N:3]=1.